Task: Predict which catalyst facilitates the given reaction.. Dataset: Catalyst prediction with 721,799 reactions and 888 catalyst types from USPTO (1) Reactant: [F:1][C:2]1[CH:10]=[C:9]([F:11])[C:8]([F:12])=[CH:7][C:3]=1[C:4](O)=[O:5].C(N(C(C)C)C(C)C)C.C(P1(=O)OP(=O)(CCC)OP(=O)(CCC)O1)CC.CCOC(C)=O.CN(C=O)C.[CH3:51][S:52]([NH2:55])(=[O:54])=[O:53]. Product: [F:1][C:2]1[CH:10]=[C:9]([F:11])[C:8]([F:12])=[CH:7][C:3]=1[C:4]([NH:55][S:52]([CH3:51])(=[O:54])=[O:53])=[O:5]. The catalyst class is: 1. (2) Reactant: [CH2:1](O)[CH3:2].[S:4]1[CH:8]=[CH:7][C:6]([C:9]2[CH:10]=[C:11]3[C:15](=[CH:16][CH:17]=2)[NH:14][N:13]=[C:12]3[NH:18][C:19]([NH2:21])=[S:20])=[CH:5]1.BrCC(OCC)OCC.C(=O)([O-])O.[Na+]. Product: [S:20]1[CH:2]=[CH:1][N:21]=[C:19]1[NH:18][C:12]1[C:11]2[C:15](=[CH:16][CH:17]=[C:9]([C:6]3[CH:7]=[CH:8][S:4][CH:5]=3)[CH:10]=2)[NH:14][N:13]=1. The catalyst class is: 362. (3) Reactant: [CH3:1][O:2][C:3]1[CH:4]=[C:5]([C:9]2[N:10]=[C:11]([CH:18]3[CH2:23][CH2:22][NH:21][CH2:20][CH2:19]3)[N:12]3[CH:17]=[CH:16][CH:15]=[CH:14][C:13]=23)[CH:6]=[CH:7][CH:8]=1.CCN(C(C)C)C(C)C.[F:33][C:34]1[CH:39]=[CH:38][C:37]([CH2:40][CH2:41]OS(C)(=O)=O)=[CH:36][CH:35]=1. Product: [F:33][C:34]1[CH:39]=[CH:38][C:37]([CH2:40][CH2:41][N:21]2[CH2:22][CH2:23][CH:18]([C:11]3[N:12]4[CH:17]=[CH:16][CH:15]=[CH:14][C:13]4=[C:9]([C:5]4[CH:6]=[CH:7][CH:8]=[C:3]([O:2][CH3:1])[CH:4]=4)[N:10]=3)[CH2:19][CH2:20]2)=[CH:36][CH:35]=1. The catalyst class is: 382. (4) Reactant: [O:1]1C=CC=[C:2]1[C@@H:6]([N:12]([CH3:20])[C:13](=[O:19])[O:14][C:15]([CH3:18])([CH3:17])[CH3:16])[C@H:7]([CH3:11])[CH2:8][O:9][CH3:10].[OH2:21].C(Cl)(Cl)(Cl)Cl.CC#N. Product: [C:15]([O:14][C:13]([N:12]([CH3:20])[C@@H:6]([C@H:7]([CH3:11])[CH2:8][O:9][CH3:10])[C:2]([OH:1])=[O:21])=[O:19])([CH3:18])([CH3:17])[CH3:16]. The catalyst class is: 10. (5) Reactant: [Cl:1][C:2]1[CH:3]=[C:4]([NH2:16])[CH:5]=[CH:6][C:7]=1[O:8][CH2:9][C:10]1[CH:15]=[N:14][CH:13]=[CH:12][N:11]=1.F[C:18](F)(F)C(O)=O. Product: [Cl:1][C:2]1[CH:3]=[C:4]([NH2:16])[CH:5]=[CH:6][C:7]=1[O:8][CH2:9][C:10]1[CH:15]=[N:14][CH:13]=[C:12]([CH3:18])[N:11]=1. The catalyst class is: 5. (6) Reactant: [NH2:1][C:2]1[N:10]=[C:9]2[C:5]([C:6]([C:18]3[CH:23]=[CH:22][N:21]=[CH:20][CH:19]=3)=[C:7]([C:11]3[CH:16]=[CH:15][C:14]([F:17])=[CH:13][CH:12]=3)[NH:8]2)=[CH:4][CH:3]=1.[C:24](OC(=O)C)(=[O:26])[CH3:25]. Product: [O:26]=[C:24]([NH:1][C:2]1[N:10]=[C:9]2[C:5]([C:6]([C:18]3[CH:23]=[CH:22][N:21]=[CH:20][CH:19]=3)=[C:7]([C:11]3[CH:12]=[CH:13][C:14]([F:17])=[CH:15][CH:16]=3)[NH:8]2)=[CH:4][CH:3]=1)[CH3:25]. The catalyst class is: 13.